From a dataset of CYP2C19 inhibition data for predicting drug metabolism from PubChem BioAssay. Regression/Classification. Given a drug SMILES string, predict its absorption, distribution, metabolism, or excretion properties. Task type varies by dataset: regression for continuous measurements (e.g., permeability, clearance, half-life) or binary classification for categorical outcomes (e.g., BBB penetration, CYP inhibition). Dataset: cyp2c19_veith. (1) The drug is C=CCC(C)(NCc1ccccc1)c1ccco1.Cl. The result is 1 (inhibitor). (2) The compound is C=C1[C@H](O)[C@]23CC[C@@H]4[C@H](C(=O)O)C[C@H](O[C@@H]5O[C@H](CO)[C@H](OS(=O)(=O)[O-])[C@@H](OS(=O)(=O)[O-])[C@@H]5OC(=O)CC(C)C)C[C@]4(C)[C@@H]2CC[C@@H]1C3.[K+].[K+]. The result is 0 (non-inhibitor). (3) The molecule is O=C(O)c1cc(=O)[nH]c(SCc2ccccc2)n1. The result is 0 (non-inhibitor).